This data is from Catalyst prediction with 721,799 reactions and 888 catalyst types from USPTO. The task is: Predict which catalyst facilitates the given reaction. Reactant: Cl.Cl.[F:3][C:4]([F:24])([F:23])[C:5]([C:11]1[CH:16]=[CH:15][C:14]([N:17]2[CH2:22][CH2:21][NH:20][CH2:19][CH2:18]2)=[CH:13][CH:12]=1)([OH:10])[C:6]([F:9])([F:8])[F:7].C(N(CC)CC)C.[Cl:32][C:33]1[C:38]([S:39](Cl)(=[O:41])=[O:40])=[CH:37][CH:36]=[C:35]([Cl:43])[N:34]=1.C(=O)(O)[O-].[Na+]. Product: [Cl:32][C:33]1[C:38]([S:39]([N:20]2[CH2:21][CH2:22][N:17]([C:14]3[CH:13]=[CH:12][C:11]([C:5]([OH:10])([C:6]([F:9])([F:8])[F:7])[C:4]([F:3])([F:23])[F:24])=[CH:16][CH:15]=3)[CH2:18][CH2:19]2)(=[O:41])=[O:40])=[CH:37][CH:36]=[C:35]([Cl:43])[N:34]=1. The catalyst class is: 2.